Dataset: Full USPTO retrosynthesis dataset with 1.9M reactions from patents (1976-2016). Task: Predict the reactants needed to synthesize the given product. (1) Given the product [ClH:24].[NH2:1][C:2]1[C:7]([C:8]([NH2:9])=[O:10])=[N:6][C:5]([CH:11]2[CH2:16][CH2:15][NH:14][CH2:13][CH2:12]2)=[CH:4][CH:3]=1, predict the reactants needed to synthesize it. The reactants are: [NH2:1][C:2]1[CH:3]=[CH:4][C:5]([CH:11]2[CH2:16][CH2:15][N:14](C(OC(C)(C)C)=O)[CH2:13][CH2:12]2)=[N:6][C:7]=1[C:8](=[O:10])[NH2:9].[ClH:24]. (2) Given the product [Cl:1][C:2]1[CH:3]=[C:4]([N:10]2[CH:18]([CH:19]3[CH2:20][CH2:21][CH2:22][CH2:23]3)[CH:17]3[C:12]([C:13]4[CH:27]=[CH:26][C:25]([C:28]([O:30][CH:31]5[CH2:36][CH2:35][CH2:34][CH2:33][CH2:32]5)=[O:29])=[CH:24][C:14]=4[CH2:15][CH2:16]3)=[N:11]2)[CH:5]=[CH:6][C:7]=1[C:8]#[N:9], predict the reactants needed to synthesize it. The reactants are: [Cl:1][C:2]1[CH:3]=[C:4]([N:10]2[CH:18]([CH:19]3[CH2:23][CH2:22][CH2:21][CH2:20]3)[CH:17]3[C:12]([C:13]4[CH:27]=[CH:26][C:25]([C:28]([OH:30])=[O:29])=[CH:24][C:14]=4[CH2:15][CH2:16]3)=[N:11]2)[CH:5]=[CH:6][C:7]=1[C:8]#[N:9].[CH:31]1(O)[CH2:36][CH2:35][CH2:34][CH2:33][CH2:32]1. (3) Given the product [OH:15][CH:7]([CH2:6][CH2:5][O:4][CH3:3])[C:8]([O:10][C:11]([CH3:12])([CH3:13])[CH3:14])=[O:9], predict the reactants needed to synthesize it. The reactants are: [BH4-].[Na+].[CH3:3][O:4][CH2:5][CH2:6][C:7](=[O:15])[C:8]([O:10][C:11]([CH3:14])([CH3:13])[CH3:12])=[O:9].O.Cl. (4) The reactants are: [NH2:1][C:2]1[C:11]([F:12])=[C:10](F)[C:9]2[O:14][CH2:15][C:16]3([CH2:18][CH2:17]3)[N:7]3[C:8]=2[C:3]=1[C:4](=[O:21])[C:5]([C:19]#[N:20])=[CH:6]3.[N:22]1[CH:27]=[CH:26][CH:25]=[CH:24][C:23]=1[CH2:28][CH2:29][CH2:30][NH2:31].C(N(CC)CC)C.O. Given the product [NH2:1][C:2]1[C:11]([F:12])=[C:10]([NH:31][CH2:30][CH2:29][CH2:28][C:23]2[CH:24]=[CH:25][CH:26]=[CH:27][N:22]=2)[C:9]2[O:14][CH2:15][C:16]3([CH2:18][CH2:17]3)[N:7]3[C:8]=2[C:3]=1[C:4](=[O:21])[C:5]([C:19]#[N:20])=[CH:6]3, predict the reactants needed to synthesize it. (5) Given the product [Cl:17][C:16]1[C:7]([CH2:6][N:36]2[CH2:41][CH2:40][CH2:39][C@H:38]([C:42]([NH2:44])=[O:43])[CH2:37]2)=[C:8]([C:32]([F:33])([F:34])[F:35])[CH:9]=[C:10]2[C:15]=1[N:14]=[CH:13][N:12]([CH2:18][C:19]1[CH:24]=[C:23]([Cl:25])[CH:22]=[CH:21][C:20]=1[S:26]([CH2:29][CH3:30])(=[O:28])=[O:27])[C:11]2=[O:31], predict the reactants needed to synthesize it. The reactants are: CS(O[CH2:6][C:7]1[C:16]([Cl:17])=[C:15]2[C:10]([C:11](=[O:31])[N:12]([CH2:18][C:19]3[CH:24]=[C:23]([Cl:25])[CH:22]=[CH:21][C:20]=3[S:26]([CH2:29][CH3:30])(=[O:28])=[O:27])[CH:13]=[N:14]2)=[CH:9][C:8]=1[C:32]([F:35])([F:34])[F:33])(=O)=O.[NH:36]1[CH2:41][CH2:40][CH2:39][C@H:38]([C:42]([NH2:44])=[O:43])[CH2:37]1. (6) Given the product [CH2:32]([O:31][C:29]([C:27]1[S:28][C:24]([N:3]2[C@@H:4]3[CH2:22][CH2:21][CH2:20][CH2:19][C@H:5]3[N:6]([C:7]3[CH:14]=[CH:13][C:10]([C:11]#[N:12])=[C:9]([C:15]([F:18])([F:16])[F:17])[CH:8]=3)[C:2]2=[O:1])=[CH:25][CH:26]=1)=[O:30])[CH3:33], predict the reactants needed to synthesize it. The reactants are: [O:1]=[C:2]1[N:6]([C:7]2[CH:14]=[CH:13][C:10]([C:11]#[N:12])=[C:9]([C:15]([F:18])([F:17])[F:16])[CH:8]=2)[C@@H:5]2[CH2:19][CH2:20][CH2:21][CH2:22][C@H:4]2[NH:3]1.Br[C:24]1[S:28][C:27]([C:29]([O:31][CH2:32][CH3:33])=[O:30])=[CH:26][CH:25]=1. (7) Given the product [Br:6][C:7]1[CH:8]=[C:9]([C:14](=[O:5])[C:20]([C:22]2[CH:27]=[CH:26][C:25]([CH2:28][CH3:29])=[C:24]([O:30][Si:31]([C:44]([CH3:47])([CH3:46])[CH3:45])([C:38]3[CH:43]=[CH:42][CH:41]=[CH:40][CH:39]=3)[C:32]3[CH:33]=[CH:34][CH:35]=[CH:36][CH:37]=3)[CH:23]=2)=[O:21])[CH:10]=[CH:11][C:12]=1[F:13], predict the reactants needed to synthesize it. The reactants are: C([OH:5])(C)(C)C.[Br:6][C:7]1[CH:8]=[C:9]([C:14]2([CH:20]([C:22]3[CH:27]=[CH:26][C:25]([CH2:28][CH3:29])=[C:24]([O:30][Si:31]([C:44]([CH3:47])([CH3:46])[CH3:45])([C:38]4[CH:43]=[CH:42][CH:41]=[CH:40][CH:39]=4)[C:32]4[CH:37]=[CH:36][CH:35]=[CH:34][CH:33]=4)[CH:23]=3)[OH:21])SCCCS2)[CH:10]=[CH:11][C:12]=1[F:13].C(OI1(OC(=O)C)(OC(=O)C)C2C=CC=CC=2C(=O)O1)(=O)C.S([O-])([O-])(=O)=S.[Na+].[Na+]. (8) Given the product [O:24]1[CH2:25][CH2:26][N:21]([CH:14]([C:15]2[CH:20]=[CH:19][CH:18]=[CH:17][CH:16]=2)[CH2:13][NH:12][C:10]2[C:9]3[C:4](=[CH:5][CH:6]=[CH:7][CH:8]=3)[N:3]=[C:2]([C:35]3[CH:34]=[CH:33][C:32]([NH:31][S:28]([CH3:27])(=[O:29])=[O:30])=[CH:37][CH:36]=3)[N:11]=2)[CH2:22][CH2:23]1, predict the reactants needed to synthesize it. The reactants are: Cl[C:2]1[N:11]=[C:10]([NH:12][CH2:13][CH:14]([N:21]2[CH2:26][CH2:25][O:24][CH2:23][CH2:22]2)[C:15]2[CH:20]=[CH:19][CH:18]=[CH:17][CH:16]=2)[C:9]2[C:4](=[CH:5][CH:6]=[CH:7][CH:8]=2)[N:3]=1.[CH3:27][S:28]([NH:31][C:32]1[CH:37]=[CH:36][C:35](B(O)O)=[CH:34][CH:33]=1)(=[O:30])=[O:29].CN(C)C1C=CC(C2N=C(NCC(C3C=CC=CC=3)C3NC=CC=3)C3C(=CC=CC=3)N=2)=CC=1.